Dataset: Full USPTO retrosynthesis dataset with 1.9M reactions from patents (1976-2016). Task: Predict the reactants needed to synthesize the given product. (1) Given the product [F:40][C:41]([F:46])([F:45])[C:42]([OH:44])=[O:43].[C:34]1([CH:27]([C:28]2[CH:33]=[CH:32][CH:31]=[CH:30][CH:29]=2)[CH2:26][NH:25][C:4]2[N:3]=[C:2]([NH:103][CH2:102][CH2:101][C:99]3[N:98]=[CH:97][N:96]([CH2:94][CH3:95])[CH:100]=3)[N:10]=[C:9]3[C:5]=2[N:6]=[CH:7][N:8]3[C@@H:11]2[CH2:15][C@H:14]([N:16]3[CH:20]=[C:19]([CH2:21][CH3:22])[CH:18]=[N:17]3)[C@@H:13]([OH:23])[C@H:12]2[OH:24])[CH:39]=[CH:38][CH:37]=[CH:36][CH:35]=1, predict the reactants needed to synthesize it. The reactants are: Cl[C:2]1[N:10]=[C:9]2[C:5]([N:6]=[CH:7][N:8]2[C@@H:11]2[CH2:15][C@H:14]([N:16]3[CH:20]=[C:19]([CH2:21][CH3:22])[CH:18]=[N:17]3)[C@@H:13]([OH:23])[C@H:12]2[OH:24])=[C:4]([NH:25][CH2:26][CH:27]([C:34]2[CH:39]=[CH:38][CH:37]=[CH:36][CH:35]=2)[C:28]2[CH:33]=[CH:32][CH:31]=[CH:30][CH:29]=2)[N:3]=1.[F:40][C:41]([F:46])([F:45])[C:42]([OH:44])=[O:43].C1(C(C2C=CC=CC=2)CNC2N=C(NCCN3CCCCC3)N=C3C=2N=CN3[C@@H]2C[C@H](N3C=C(CO)C=N3)[C@@H](O)[C@H]2O)C=CC=CC=1.[CH2:94]([N:96]1[CH:100]=[C:99]([CH2:101][CH2:102][NH2:103])[N:98]=[CH:97]1)[CH3:95]. (2) The reactants are: [C:1]([O:5][C:6]([NH:8][CH2:9][CH2:10][C:11]([OH:13])=O)=[O:7])([CH3:4])([CH3:3])[CH3:2].[C:14]([C:16]1[CH:45]=[CH:44][C:19]([O:20][C:21]2[CH:22]=[C:23]([CH:32]=[C:33]([O:35][C:36]3[CH:41]=[CH:40][C:39]([C:42]#[N:43])=[CH:38][CH:37]=3)[CH:34]=2)[C:24]([N:26]2[CH2:31][CH2:30][NH:29][CH2:28][CH2:27]2)=[O:25])=[CH:18][CH:17]=1)#[N:15]. Given the product [C:1]([O:5][C:6](=[O:7])[NH:8][CH2:9][CH2:10][C:11]([N:29]1[CH2:30][CH2:31][N:26]([C:24](=[O:25])[C:23]2[CH:22]=[C:21]([O:20][C:19]3[CH:18]=[CH:17][C:16]([C:14]#[N:15])=[CH:45][CH:44]=3)[CH:34]=[C:33]([O:35][C:36]3[CH:41]=[CH:40][C:39]([C:42]#[N:43])=[CH:38][CH:37]=3)[CH:32]=2)[CH2:27][CH2:28]1)=[O:13])([CH3:2])([CH3:3])[CH3:4], predict the reactants needed to synthesize it. (3) Given the product [N:1]1([C:7]([C:9]2[CH:14]=[CH:13][C:12]([NH:15][C:16]3[N:24]=[C:23]([N:25]4[CH2:30][CH2:29][N:28]([C:45](=[O:46])[CH2:44][C:38]5[CH:43]=[CH:42][CH:41]=[CH:40][CH:39]=5)[CH2:27][CH2:26]4)[CH:22]=[CH:21][C:17]=3[C:18]([NH2:20])=[O:19])=[CH:11][CH:10]=2)=[O:8])[CH2:6][CH2:5][O:4][CH2:3][CH2:2]1, predict the reactants needed to synthesize it. The reactants are: [N:1]1([C:7]([C:9]2[CH:14]=[CH:13][C:12]([NH:15][C:16]3[N:24]=[C:23]([N:25]4[CH2:30][CH2:29][NH:28][CH2:27][CH2:26]4)[CH:22]=[CH:21][C:17]=3[C:18]([NH2:20])=[O:19])=[CH:11][CH:10]=2)=[O:8])[CH2:6][CH2:5][O:4][CH2:3][CH2:2]1.CCN(CC)CC.[C:38]1([CH2:44][C:45](Cl)=[O:46])[CH:43]=[CH:42][CH:41]=[CH:40][CH:39]=1. (4) Given the product [CH2:18]([O:1][C@H:2]1[CH2:7][CH2:6][C@H:5]([NH:8][C:9](=[O:15])[O:10][C:11]([CH3:12])([CH3:14])[CH3:13])[CH2:4][CH2:3]1)[CH3:19], predict the reactants needed to synthesize it. The reactants are: [OH:1][C@H:2]1[CH2:7][CH2:6][C@H:5]([NH:8][C:9](=[O:15])[O:10][C:11]([CH3:14])([CH3:13])[CH3:12])[CH2:4][CH2:3]1.[H-].[Na+].[CH2:18](I)[CH3:19]. (5) Given the product [Si:1]([O:18][CH:19]1[CH2:23][CH2:22][C:21]([C:24]([OH:32])=[O:25])=[CH:20]1)([C:14]([CH3:17])([CH3:16])[CH3:15])([C:8]1[CH:13]=[CH:12][CH:11]=[CH:10][CH:9]=1)[C:2]1[CH:3]=[CH:4][CH:5]=[CH:6][CH:7]=1, predict the reactants needed to synthesize it. The reactants are: [Si:1]([O:18][CH:19]1[CH2:23][CH2:22][C:21]([CH:24]=[O:25])=[CH:20]1)([C:14]([CH3:17])([CH3:16])[CH3:15])([C:8]1[CH:13]=[CH:12][CH:11]=[CH:10][CH:9]=1)[C:2]1[CH:7]=[CH:6][CH:5]=[CH:4][CH:3]=1.CC(=CC)C.P([O-])(O)(O)=[O:32].[Na+].Cl([O-])=O.[Na+].Cl. (6) Given the product [F:15][C:9]([F:8])([F:14])[CH2:10][CH2:7][CH2:6][NH:3][CH2:4][CH2:5][CH2:10][C:9]([F:15])([F:14])[F:8], predict the reactants needed to synthesize it. The reactants are: CC[N:3]([CH2:6][CH3:7])[CH2:4][CH3:5].[F:8][C:9]([F:15])([F:14])[CH2:10]CC=O.